Binary Classification. Given a miRNA mature sequence and a target amino acid sequence, predict their likelihood of interaction. From a dataset of Experimentally validated miRNA-target interactions with 360,000+ pairs, plus equal number of negative samples. (1) The miRNA is hsa-miR-6842-5p with sequence UGGGGGUGGUCUCUAGCCAAGG. The protein sequence of the target gene is MRAPHLHLSAASGARALAKLLPLLMAQLWAAEAALLPQNDTRLDPEAYGSPCARGSQPWQVSLFNGLSFHCAGVLVDQSWVLTAAHCGNKPLWARVGDDHLLLLQGEQLRRTTRSVVHPKYHQGSGPILPRRTDEHDLMLLKLARPVVLGPRVRALQLPYRCAQPGDQCQVAGWGTTAARRVKYNKGLTCSSITILSPKECEVFYPGVVTNNMICAGLDRGQDPCQSDSGGPLVCDETLQGILSWGVYPCGSAQHPAVYTQICKYMSWINKVIRSN. Result: 0 (no interaction). (2) The miRNA is rno-miR-206-3p with sequence UGGAAUGUAAGGAAGUGUGUGG. The protein sequence of the target gene is MAGSELRAELEQRLGALAIRTEVVEHPEVFTIEEMMPHIQHLKGAHSKNLFLKDKKKKNYWLVTVLHDRQINLNDLGKQLGVGSGNLRFADETAMLEKLKVGQGCATPLSLFCDDGDVKFVLDSAFLEGGHEKVYFHPMTNAATMGLSPEDFLIFVKATGHDPIILNFD. Result: 0 (no interaction). (3) The miRNA is hsa-miR-514b-5p with sequence UUCUCAAGAGGGAGGCAAUCAU. The protein sequence of the target gene is MTSPEGAQNKEIDCLSPEAQRLAEARLAAKRAARAEAREIRMKELERQQKEVEERPDKDFAEKGSRNMPSLSAATLASLGGTSSRRGSGDTSISMDTEASIREIKDSLAEVEEKYKKAMVSNAQLDNEKTNFMYQVDTLKDMLLELEEQLAESQRQYEEKNKEFEREKHAHSILQFQFAEVKEALRQREEMLEKHGIILNSEIATNGETSDTVNDVGYQAPTKITKEELNALKAAGEGTLGKAKEVEVKKEIVEKVGQRETLQDSEQEQPKLNTGKDCVDRGVLHPGEKAENQRPVEDSA.... Result: 0 (no interaction). (4) The miRNA is hsa-miR-6715b-5p with sequence ACAGGCACGACUGGUUUGGCA. The protein sequence of the target gene is MADTTPEPCGQLMVHSDTHSDTVLASLEDQRKKGFLCDITLIVENVHFRAHKALLAASSEYFSMMFAEEGEIGQSIYMLEGMVADTFGILLEFIYTGYLHASEKTTEQILATAQFLKVYDLVKAYADFQDNHSAPKPPALNCTGTPVVVISNKKNDPLKRKRGRPRKANGLQEGRSELAAEGELQLRVNNSVQNRQNFVFKEEDSVKLSEQTPEDKESEPAGEPGSVEEVPAEKDENFDPKAGDGQESQSRCSRRRIRRSVKLKDYKLLGDEDDQSTAKRLCGRKKRSSGPEARCKDCDR.... Result: 0 (no interaction). (5) The miRNA is mmu-miR-466f-3p with sequence CAUACACACACACAUACACAC. The protein sequence of the target gene is MGNREMEELIPLVNRLQDAFSALGQSCLLELPQIAVVGGQSAGKSSVLENFVGRDFLPRGSGIVTRRPLVLQLVTSKAEYAEFLHCKGKKFTDFDEVRHEIEAETDRVTGMNKGISSIPINLRVYSPHVLNLTLIDLPGITKVPVGDQPPDIEYQIRDMIMQFITRENCLILAVTPANTDLANSDALKLAKEVDPQGLRTIGVITKLDLMDEGTDARDVLENKLLPLRRGYVGVVNRSQKDIDGKKDIKAAMLAERKFFLSHPAYRHIADRMGTPHLQKVLNQQLTNHIRDTLPNFRNKL.... Result: 1 (interaction).